From a dataset of Forward reaction prediction with 1.9M reactions from USPTO patents (1976-2016). Predict the product of the given reaction. (1) Given the reactants [Si:1]([O:8][CH:9]([C:22]1[O:23][CH:24]=[C:25](I)[N:26]=1)[CH2:10][CH2:11][CH2:12][CH2:13][CH2:14][CH2:15][C:16]1[CH:21]=[CH:20][CH:19]=[CH:18][CH:17]=1)([C:4]([CH3:7])([CH3:6])[CH3:5])([CH3:3])[CH3:2].Cl.CN(C)C[C:32](O)=[O:33].C([O-])([O-])=O.[Cs+].[Cs+], predict the reaction product. The product is: [Si:1]([O:8][CH:9]([C:22]1[O:23][CH:24]=[C:25]([O:33][CH3:32])[N:26]=1)[CH2:10][CH2:11][CH2:12][CH2:13][CH2:14][CH2:15][C:16]1[CH:21]=[CH:20][CH:19]=[CH:18][CH:17]=1)([C:4]([CH3:7])([CH3:6])[CH3:5])([CH3:3])[CH3:2]. (2) Given the reactants [O:1]=[C:2]1[CH:18]=[C:17]([CH:19]2[CH2:24][CH2:23][N:22](C(OC(C)(C)C)=O)[CH2:21][CH2:20]2)[N:5]2[N:6]=[C:7]3[C:12]([CH:11]=[CH:10][C:9]([C:13]([F:16])([F:15])[F:14])=[CH:8]3)=[C:4]2[NH:3]1.[ClH:32], predict the reaction product. The product is: [ClH:32].[NH:22]1[CH2:23][CH2:24][CH:19]([C:17]2[N:5]3[N:6]=[C:7]4[C:12]([CH:11]=[CH:10][C:9]([C:13]([F:14])([F:16])[F:15])=[CH:8]4)=[C:4]3[NH:3][C:2](=[O:1])[CH:18]=2)[CH2:20][CH2:21]1. (3) Given the reactants C(O)C(O)C[O:4][CH2:5][CH:6]([OH:9])[CH2:7][OH:8].[C:12]([OH:32])(=[O:31])[CH2:13][CH2:14][CH2:15][CH2:16][CH2:17][CH2:18][CH2:19]/[CH:20]=[CH:21]\[CH2:22][C@@H:23]([CH2:25][CH2:26][CH2:27][CH2:28][CH2:29][CH3:30])[OH:24], predict the reaction product. The product is: [C:12]([OH:32])(=[O:31])[CH2:13][CH2:14][CH2:15][CH2:16][CH2:17][CH2:18][CH2:19]/[CH:20]=[CH:21]\[CH2:22][C@@H:23]([CH2:25][CH2:26][CH2:27][CH2:28][CH2:29][CH3:30])[OH:24].[OH:4][CH2:5][CH:6]([CH2:7][OH:8])[OH:9].[OH:4][CH2:5][CH:6]([CH2:7][OH:8])[OH:9].[C:12]([OH:32])(=[O:31])[CH2:13][CH2:14][CH2:15][CH2:16][CH2:17][CH2:18][CH2:19]/[CH:20]=[CH:21]\[CH2:22][C@@H:23]([CH2:25][CH2:26][CH2:27][CH2:28][CH2:29][CH3:30])[OH:24].[C:12]([OH:32])(=[O:31])[CH2:13][CH2:14][CH2:15][CH2:16][CH2:17][CH2:18][CH2:19]/[CH:20]=[CH:21]\[CH2:22][C@@H:23]([CH2:25][CH2:26][CH2:27][CH2:28][CH2:29][CH3:30])[OH:24].[OH:4][CH2:5][CH:6]([CH2:7][OH:8])[OH:9].[OH:4][CH2:5][CH:6]([CH2:7][OH:8])[OH:9]. (4) Given the reactants [CH:1]([C:9]1[CH:10]=[CH:11][C:12]2[O:13][CH2:14][C:15](=[O:19])[NH:16][C:17]=2[N:18]=1)=CC1C=CC=CC=1.[O:20]=[O+][O-].S(C)C, predict the reaction product. The product is: [O:19]=[C:15]1[CH2:14][O:13][C:12]2[CH:11]=[CH:10][C:9]([CH:1]=[O:20])=[N:18][C:17]=2[NH:16]1.